This data is from HIV replication inhibition screening data with 41,000+ compounds from the AIDS Antiviral Screen. The task is: Binary Classification. Given a drug SMILES string, predict its activity (active/inactive) in a high-throughput screening assay against a specified biological target. The compound is CC1CC2C3CCC4=CC(=O)C=CC4(C)C3(F)C(O)CC2(C)C1(O)C(=O)COP(=O)(O)O. The result is 0 (inactive).